From a dataset of Catalyst prediction with 721,799 reactions and 888 catalyst types from USPTO. Predict which catalyst facilitates the given reaction. (1) Reactant: C(OC(=O)[NH:7][CH:8]1[CH2:12][CH2:11][CH2:10][CH:9]1[NH:13][C:14](=[O:29])[C:15]1[C:20]([S:21][CH3:22])=[CH:19][C:18]([C:23]([F:26])([F:25])[F:24])=[CH:17][C:16]=1[O:27][CH3:28])(C)(C)C.Cl.C(=O)([O-])[O-].[Na+].[Na+]. Product: [NH2:7][CH:8]1[CH2:12][CH2:11][CH2:10][CH:9]1[NH:13][C:14](=[O:29])[C:15]1[C:20]([S:21][CH3:22])=[CH:19][C:18]([C:23]([F:25])([F:26])[F:24])=[CH:17][C:16]=1[O:27][CH3:28]. The catalyst class is: 5. (2) Reactant: [C:1]([S:4][CH2:5][C:6]1[CH:7]=[C:8]([C:17]([O:19][CH2:20][CH3:21])=[O:18])[CH:9]=[C:10]([CH:16]=1)[C:11]([O:13][CH2:14][CH3:15])=[O:12])(=O)C.C[O-].[Na+].CI. Product: [CH3:1][S:4][CH2:5][C:6]1[CH:7]=[C:8]([C:17]([O:19][CH2:20][CH3:21])=[O:18])[CH:9]=[C:10]([CH:16]=1)[C:11]([O:13][CH2:14][CH3:15])=[O:12]. The catalyst class is: 36. (3) Reactant: C([O:8][CH2:9][CH:10]1[O:14][C:13](=[O:15])[CH:12]=[C:11]1[OH:16])C1C=CC=CC=1.[H][H]. Product: [OH:16][C:11]1[CH:10]([CH2:9][OH:8])[O:14][C:13](=[O:15])[CH:12]=1. The catalyst class is: 261.